Dataset: NCI-60 drug combinations with 297,098 pairs across 59 cell lines. Task: Regression. Given two drug SMILES strings and cell line genomic features, predict the synergy score measuring deviation from expected non-interaction effect. (1) Drug 1: CCC1=C2CN3C(=CC4=C(C3=O)COC(=O)C4(CC)O)C2=NC5=C1C=C(C=C5)O. Drug 2: C1=NC(=NC(=O)N1C2C(C(C(O2)CO)O)O)N. Cell line: SNB-19. Synergy scores: CSS=40.8, Synergy_ZIP=0.260, Synergy_Bliss=-1.26, Synergy_Loewe=-2.10, Synergy_HSA=0.996. (2) Synergy scores: CSS=-15.9, Synergy_ZIP=5.49, Synergy_Bliss=-5.76, Synergy_Loewe=-9.51, Synergy_HSA=-12.8. Drug 1: CCCS(=O)(=O)NC1=C(C(=C(C=C1)F)C(=O)C2=CNC3=C2C=C(C=N3)C4=CC=C(C=C4)Cl)F. Cell line: NCI-H322M. Drug 2: CC1=CC2C(CCC3(C2CCC3(C(=O)C)OC(=O)C)C)C4(C1=CC(=O)CC4)C. (3) Drug 1: C1=CC(=C2C(=C1NCCNCCO)C(=O)C3=C(C=CC(=C3C2=O)O)O)NCCNCCO. Synergy scores: CSS=32.0, Synergy_ZIP=5.39, Synergy_Bliss=7.79, Synergy_Loewe=-22.0, Synergy_HSA=5.39. Cell line: TK-10. Drug 2: COC1=NC(=NC2=C1N=CN2C3C(C(C(O3)CO)O)O)N. (4) Drug 1: C1=CC(=CC=C1CC(C(=O)O)N)N(CCCl)CCCl.Cl. Drug 2: C1CC(C1)(C(=O)O)C(=O)O.[NH2-].[NH2-].[Pt+2]. Cell line: NCI-H226. Synergy scores: CSS=15.5, Synergy_ZIP=-4.19, Synergy_Bliss=-1.84, Synergy_Loewe=-2.65, Synergy_HSA=-1.47. (5) Drug 1: C1CN1C2=NC(=NC(=N2)N3CC3)N4CC4. Drug 2: COC1=C2C(=CC3=C1OC=C3)C=CC(=O)O2. Cell line: NCI-H226. Synergy scores: CSS=6.91, Synergy_ZIP=-1.74, Synergy_Bliss=0.869, Synergy_Loewe=-4.16, Synergy_HSA=0.904. (6) Drug 1: C1CCC(C1)C(CC#N)N2C=C(C=N2)C3=C4C=CNC4=NC=N3. Drug 2: C1C(C(OC1N2C=C(C(=O)NC2=O)F)CO)O. Cell line: PC-3. Synergy scores: CSS=55.3, Synergy_ZIP=14.0, Synergy_Bliss=14.5, Synergy_Loewe=-26.2, Synergy_HSA=13.4. (7) Drug 1: CC12CCC(CC1=CCC3C2CCC4(C3CC=C4C5=CN=CC=C5)C)O. Cell line: LOX IMVI. Drug 2: C(=O)(N)NO. Synergy scores: CSS=9.56, Synergy_ZIP=-6.84, Synergy_Bliss=-10.3, Synergy_Loewe=-50.9, Synergy_HSA=-8.83.